From a dataset of Forward reaction prediction with 1.9M reactions from USPTO patents (1976-2016). Predict the product of the given reaction. (1) Given the reactants [CH3:1][S:2]([C:5]1[CH:10]=[CH:9][CH:8]=[CH:7][C:6]=1[S:11](Cl)(=[O:13])=[O:12])(=[O:4])=[O:3].O.[C:16]1([OH:24])[CH:23]=[C:21]([CH3:22])[CH:20]=[C:18]([OH:19])[CH:17]=1.C([O-])(O)=O.[Na+].O, predict the reaction product. The product is: [CH3:1][S:2]([C:5]1[CH:10]=[CH:9][CH:8]=[CH:7][C:6]=1[S:11]([O:19][C:18]1[CH:20]=[C:21]([CH3:22])[CH:23]=[C:16]([OH:24])[CH:17]=1)(=[O:13])=[O:12])(=[O:4])=[O:3]. (2) Given the reactants [CH:1]1([CH:7]([NH:20][C:21]2[CH:29]=[CH:28][C:24](C(O)=O)=[CH:23][CH:22]=2)[C:8]2[CH:12]=[C:11]([C:13]3[CH:18]=[CH:17][CH:16]=[CH:15][N:14]=3)[O:10][C:9]=2[CH3:19])[CH2:6][CH2:5][CH2:4][CH2:3][CH2:2]1.[CH3:30][NH:31][CH2:32][CH2:33][C:34]([O:36]CC)=[O:35].Cl.C(N=C=NCCCN(C)C)C.O.[OH:52][C:53]1C2N=NNC=2C=CC=1, predict the reaction product. The product is: [CH:1]1([CH:7]([NH:20][C:21]2[CH:29]=[CH:28][C:24]([C:53]([N:31]([CH3:30])[CH2:32][CH2:33][C:34]([OH:36])=[O:35])=[O:52])=[CH:23][CH:22]=2)[C:8]2[CH:12]=[C:11]([C:13]3[CH:18]=[CH:17][CH:16]=[CH:15][N:14]=3)[O:10][C:9]=2[CH3:19])[CH2:2][CH2:3][CH2:4][CH2:5][CH2:6]1. (3) Given the reactants Cl[CH2:2][CH2:3][CH2:4][CH2:5][CH:6]1[CH2:10][CH2:9][CH:8]([C:11]2[CH:16]=[CH:15][C:14]([F:17])=[CH:13][CH:12]=2)[N:7]1[S:18]([C:21]1[CH:26]=[CH:25][C:24]([CH3:27])=[CH:23][CH:22]=1)(=[O:20])=[O:19].[CH3:28][C:29]1[NH:33][N:32]=[N:31][N:30]=1, predict the reaction product. The product is: [F:17][C:14]1[CH:15]=[CH:16][C:11]([CH:8]2[N:7]([S:18]([C:21]3[CH:22]=[CH:23][C:24]([CH3:27])=[CH:25][CH:26]=3)(=[O:20])=[O:19])[CH:6]([CH2:5][CH2:4][CH2:3][CH2:2][N:31]3[N:32]=[N:33][C:29]([CH3:28])=[N:30]3)[CH2:10][CH2:9]2)=[CH:12][CH:13]=1.